Predict the reaction yield, written as a fraction of the theoretical maximum amount of product (1.0 means a 100% yield; for example, 0.34 means a 34% yield). From a dataset of Reaction yield outcomes from USPTO patents with 853,638 reactions. (1) The reactants are [C:1]1(=[O:7])[O:6][C:4](=O)[CH:3]=[CH:2]1.[NH2:8][CH2:9][CH2:10][C:11]([OH:13])=[O:12]. The catalyst is C(O)(=O)C. The product is [O:7]=[C:1]1[CH:2]=[CH:3][C:4](=[O:6])[N:8]1[CH2:9][CH2:10][C:11]([OH:13])=[O:12]. The yield is 0.410. (2) The reactants are [H-].[Na+].[CH3:3][NH:4][C:5](=[O:9])[CH2:6][C:7]#[N:8].NCC[C:13]1[N:21]=[C:20]([Cl:22])[CH:19]=[CH:18][C:14]=1[C:15](F)=[O:16].[C:23](O)(=O)[CH3:24].C[N:28](C)C=O. The catalyst is O. The product is [NH2:8][C:7]1[N:28]([CH2:23][CH3:24])[C:13]2[C:14]([C:15](=[O:16])[C:6]=1[C:5]([NH:4][CH3:3])=[O:9])=[CH:18][CH:19]=[C:20]([Cl:22])[N:21]=2. The yield is 0.940. (3) The reactants are C(OC([N:8]1[CH2:13][CH2:12][CH:11]([N:14]2[C:18](=[O:19])[C:17]([C:20]3[CH:25]=[CH:24][C:23]([F:26])=[CH:22][CH:21]=3)=[C:16]([C:27]3[CH:32]=[CH:31][N:30]=[C:29]([NH:33][CH:34]([C:36]4[CH:41]=[CH:40][CH:39]=[CH:38][CH:37]=4)[CH3:35])[N:28]=3)[N:15]2[CH3:42])[CH2:10][CH2:9]1)=O)(C)(C)C.C(O)(C(F)(F)F)=O. The catalyst is C(Cl)Cl. The product is [F:26][C:23]1[CH:22]=[CH:21][C:20]([C:17]2[C:18](=[O:19])[N:14]([CH:11]3[CH2:12][CH2:13][NH:8][CH2:9][CH2:10]3)[N:15]([CH3:42])[C:16]=2[C:27]2[CH:32]=[CH:31][N:30]=[C:29]([NH:33][CH:34]([C:36]3[CH:41]=[CH:40][CH:39]=[CH:38][CH:37]=3)[CH3:35])[N:28]=2)=[CH:25][CH:24]=1. The yield is 0.450. (4) The reactants are [F:1][C:2]1[CH:3]=[C:4]([C:8]2[N:13]=[CH:12][C:11]([C:14]([OH:16])=O)=[CH:10][N:9]=2)[CH:5]=[CH:6][CH:7]=1.C(C1NC=CN=1)(C1NC=CN=1)=O.[C:29]([O:33][C:34](=[O:45])[NH:35][CH2:36][C:37]1[CH:42]=[CH:41][CH:40]=[C:39]([CH2:43][NH2:44])[CH:38]=1)([CH3:32])([CH3:31])[CH3:30]. The catalyst is C1COCC1.CCOC(C)=O. The product is [C:29]([O:33][C:34](=[O:45])[NH:35][CH2:36][C:37]1[CH:42]=[CH:41][CH:40]=[C:39]([CH2:43][NH:44][C:14]([C:11]2[CH:12]=[N:13][C:8]([C:4]3[CH:5]=[CH:6][CH:7]=[C:2]([F:1])[CH:3]=3)=[N:9][CH:10]=2)=[O:16])[CH:38]=1)([CH3:32])([CH3:30])[CH3:31]. The yield is 0.800. (5) The reactants are [CH3:1][O:2][C:3]1[CH:8]=[CH:7][CH:6]=[CH:5][C:4]=1[C:9]1[C:17]2[C:12](=[N:13][CH:14]=[C:15](B3OC(C)(C)C(C)(C)O3)[CH:16]=2)[N:11]([S:27]([C:30]2[CH:35]=[CH:34][C:33]([CH3:36])=[CH:32][CH:31]=2)(=[O:29])=[O:28])[CH:10]=1.[CH2:37]([O:39][C:40](=[O:48])[C:41]1[CH:46]=[C:45](Br)[CH:44]=[N:43][CH:42]=1)[CH3:38].C([O-])(O)=O.[Na+]. The catalyst is C(#N)C. The product is [CH2:37]([O:39][C:40](=[O:48])[C:41]1[CH:46]=[C:45]([C:15]2[CH:16]=[C:17]3[C:9]([C:4]4[CH:5]=[CH:6][CH:7]=[CH:8][C:3]=4[O:2][CH3:1])=[CH:10][N:11]([S:27]([C:30]4[CH:35]=[CH:34][C:33]([CH3:36])=[CH:32][CH:31]=4)(=[O:28])=[O:29])[C:12]3=[N:13][CH:14]=2)[CH:44]=[N:43][CH:42]=1)[CH3:38]. The yield is 0.690. (6) The reactants are [OH:1][N:2]=[C:3]([C:5]1[C:9]([NH:10][CH2:11][CH2:12][NH:13][S:14]([CH3:17])(=[O:16])=[O:15])=[N:8][O:7][N:6]=1)[NH2:4].Cl.N([O-])=O.[Na+].[F:23][C:24]1[CH:30]=[CH:29][C:27](N)=[CH:26][C:25]=1[CH3:31]. The catalyst is O1CCOCC1.O.C(O)C. The product is [F:23][C:24]1[CH:30]=[CH:29][C:27]([NH:4][C:3]([C:5]2[C:9]([NH:10][CH2:11][CH2:12][NH:13][S:14]([CH3:17])(=[O:16])=[O:15])=[N:8][O:7][N:6]=2)=[N:2][OH:1])=[CH:26][C:25]=1[CH3:31]. The yield is 0.270. (7) The yield is 0.880. The catalyst is C1(C)C=CC=CC=1. The reactants are [CH2:1]([C:4]1[C:13]2[O:12][CH2:11][C:10](=O)[NH:9][C:8]=2[CH:7]=[CH:6][CH:5]=1)[CH:2]=[CH2:3].COC1C=CC(P2(SP(C3C=CC(OC)=CC=3)(=S)S2)=[S:24])=CC=1. The product is [CH2:1]([C:4]1[C:13]2[O:12][CH2:11][C:10](=[S:24])[NH:9][C:8]=2[CH:7]=[CH:6][CH:5]=1)[CH:2]=[CH2:3].